Dataset: Full USPTO retrosynthesis dataset with 1.9M reactions from patents (1976-2016). Task: Predict the reactants needed to synthesize the given product. (1) Given the product [Cl:2][C:3]1[CH:4]=[C:5]([NH:24][S:25]([C:28]([F:31])([F:29])[F:30])(=[O:27])=[O:26])[CH:6]=[CH:7][C:8]=1[C:9]1[N:10]=[C:11]([C:14]2[CH:19]=[CH:18][N:17]=[C:16]([CH2:20][CH:21]([CH3:23])[CH3:22])[CH:15]=2)[S:12][CH:13]=1, predict the reactants needed to synthesize it. The reactants are: Br.[Cl:2][C:3]1[CH:4]=[C:5]([NH:24][S:25]([C:28]([F:31])([F:30])[F:29])(=[O:27])=[O:26])[CH:6]=[CH:7][C:8]=1[C:9]1[N:10]=[C:11]([C:14]2[CH:19]=[CH:18][N:17]=[C:16]([CH2:20][CH:21]([CH3:23])[CH3:22])[CH:15]=2)[S:12][CH:13]=1.C(=O)(O)[O-].[Na+]. (2) Given the product [Cl:41][C:26]1[C:27]([NH:29][C:30]2[C:39]([F:40])=[CH:38][CH:37]=[CH:36][C:31]=2[C:32]([NH:34][CH3:35])=[O:33])=[N:28][C:23]([NH:1][C:2]2[CH:21]=[CH:20][C:5]3[C:6]([CH3:18])([CH3:19])[CH2:7][CH:8]([N:12]4[CH2:13][CH2:14][O:15][CH2:16][CH2:17]4)[C:9](=[O:11])[NH:10][C:4]=3[CH:3]=2)=[N:24][CH:25]=1, predict the reactants needed to synthesize it. The reactants are: [NH2:1][C:2]1[CH:21]=[CH:20][C:5]2[C:6]([CH3:19])([CH3:18])[CH2:7][CH:8]([N:12]3[CH2:17][CH2:16][O:15][CH2:14][CH2:13]3)[C:9](=[O:11])[NH:10][C:4]=2[CH:3]=1.Cl[C:23]1[N:28]=[C:27]([NH:29][C:30]2[C:39]([F:40])=[CH:38][CH:37]=[CH:36][C:31]=2[C:32]([NH:34][CH3:35])=[O:33])[C:26]([Cl:41])=[CH:25][N:24]=1. (3) Given the product [Br:6][C:7]1[CH:12]=[CH:11][CH:10]=[C:9]([Br:13])[C:8]=1[C:17]1[CH:18]=[CH:19][CH:20]=[CH:21][C:16]=1[Br:15], predict the reactants needed to synthesize it. The reactants are: C([Li])CCC.[Br:6][C:7]1[CH:12]=[CH:11][CH:10]=[C:9]([Br:13])[C:8]=1I.[Br:15][C:16]1[CH:21]=[CH:20][CH:19]=[CH:18][C:17]=1Br. (4) Given the product [NH2:5][C:6]([CH3:16])([CH3:15])[CH2:7][C:8]1[CH:13]=[CH:12][C:11]([O:14][C:36]2[CH:35]=[CH:34][C:31]([C:32]#[N:33])=[CH:30][N:37]=2)=[CH:10][CH:9]=1, predict the reactants needed to synthesize it. The reactants are: C(O)(=O)C.[NH2:5][C:6]([CH3:16])([CH3:15])[CH2:7][C:8]1[CH:13]=[CH:12][C:11]([OH:14])=[CH:10][CH:9]=1.C([O-])([O-])=O.[K+].[K+].CC(N(C)C)=O.Cl[C:30]1[N:37]=[CH:36][CH:35]=[CH:34][C:31]=1[C:32]#[N:33]. (5) Given the product [Cl:25][C:26]1[CH:27]=[C:28]([NH:29][C:22]2[C:23]3[N:15]([CH2:14][CH2:13][O:12][CH2:11][CH2:10][OH:9])[CH:16]=[CH:17][C:18]=3[N:19]=[CH:20][N:21]=2)[CH:30]=[CH:31][C:32]=1[O:33][C:34]1[CH:42]=[CH:41][CH:40]=[C:39]2[C:35]=1[CH:36]=[CH:37][NH:38]2, predict the reactants needed to synthesize it. The reactants are: C([O:9][CH2:10][CH2:11][O:12][CH2:13][CH2:14][N:15]1[C:23]2[C:22](Cl)=[N:21][CH:20]=[N:19][C:18]=2[CH:17]=[CH:16]1)(=O)C1C=CC=CC=1.[Cl:25][C:26]1[CH:27]=[C:28]([CH:30]=[CH:31][C:32]=1[O:33][C:34]1[CH:42]=[CH:41][CH:40]=[C:39]2[C:35]=1[CH:36]=[CH:37][NH:38]2)[NH2:29].Cl.N1C=CC=CC=1.[OH-].[Na+].[Cl-].[NH4+]. (6) Given the product [Cl:14][C:15]1[CH:26]=[CH:25][C:18]([C:19]([C:2]2[N:6]([CH3:7])[C:5]([CH3:8])=[N:4][CH:3]=2)=[O:20])=[CH:17][CH:16]=1, predict the reactants needed to synthesize it. The reactants are: Br[C:2]1[N:6]([CH3:7])[C:5]([CH3:8])=[N:4][CH:3]=1.C([Mg]Cl)(C)C.[Cl:14][C:15]1[CH:26]=[CH:25][C:18]([C:19](N(OC)C)=[O:20])=[CH:17][CH:16]=1. (7) Given the product [O:27]=[C:25]1[NH:24][C:23]2[CH:28]=[CH:29][C:20]([CH:17]3[CH2:16][CH2:15][CH:14]([NH:2][CH2:3][CH2:4][NH:5][C:6](=[O:13])[C:7]4[CH:8]=[CH:9][CH:10]=[CH:11][CH:12]=4)[CH2:19][CH2:18]3)=[CH:21][C:22]=2[O:26]1, predict the reactants needed to synthesize it. The reactants are: C[N:2]([CH:14]1[CH2:19][CH2:18][CH:17]([C:20]2[CH:29]=[CH:28][C:23]3[NH:24][C:25](=[O:27])[O:26][C:22]=3[CH:21]=2)[CH2:16][CH2:15]1)[CH2:3][CH2:4][NH:5][C:6](=[O:13])[C:7]1[CH:12]=[CH:11][CH:10]=[CH:9][CH:8]=1.[OH-].[Na+].